The task is: Regression. Given a peptide amino acid sequence and an MHC pseudo amino acid sequence, predict their binding affinity value. This is MHC class II binding data.. This data is from Peptide-MHC class II binding affinity with 134,281 pairs from IEDB. The peptide sequence is EHAFYLDWAVHSFRI. The MHC is DRB1_1201 with pseudo-sequence DRB1_1201. The binding affinity (normalized) is 0.221.